Dataset: Reaction yield outcomes from USPTO patents with 853,638 reactions. Task: Predict the reaction yield, written as a fraction of the theoretical maximum amount of product (1.0 means a 100% yield; for example, 0.34 means a 34% yield). The reactants are F[P-](F)(F)(F)(F)F.C[N+](C)=C(N(C)C)ON1C2N=CC=CC=2N=N1.Cl.[NH2:26][CH:27]([CH2:33][C:34]1[CH:39]=[CH:38][CH:37]=[C:36]([O:40][C:41]2[CH:46]=[CH:45][CH:44]=[C:43]([C:47]#[N:48])[CH:42]=2)[CH:35]=1)[C:28]([N:30]([CH3:32])[CH3:31])=[O:29].[NH2:49][C:50]1[N:59]=[C:58]([N:60]2[CH2:65][CH2:64][N:63]([CH3:66])[CH2:62][CH2:61]2)[C:57]2[C:52](=[CH:53][C:54]([C:67](O)=[O:68])=[CH:55][CH:56]=2)[N:51]=1.C(N(CC)C(C)C)(C)C. The catalyst is CN(C)C=O. The product is [NH2:49][C:50]1[N:59]=[C:58]([N:60]2[CH2:61][CH2:62][N:63]([CH3:66])[CH2:64][CH2:65]2)[C:57]2[C:52](=[CH:53][C:54]([C:67]([NH:26][CH:27]([CH2:33][C:34]3[CH:39]=[CH:38][CH:37]=[C:36]([O:40][C:41]4[CH:46]=[CH:45][CH:44]=[C:43]([C:47]#[N:48])[CH:42]=4)[CH:35]=3)[C:28]([N:30]([CH3:32])[CH3:31])=[O:29])=[O:68])=[CH:55][CH:56]=2)[N:51]=1. The yield is 0.100.